From a dataset of Catalyst prediction with 721,799 reactions and 888 catalyst types from USPTO. Predict which catalyst facilitates the given reaction. (1) Reactant: [NH:1](C(OCC1C2C(=CC=CC=2)C2C1=CC=CC=2)=O)[CH2:2][CH2:3][C:4]([NH:6][C@H:7]([C:12]([NH:14][C@H:15]([C:17]([NH:19][C@H:20]([C:25]([OH:27])=[O:26])[CH2:21][CH:22]([CH3:24])[CH3:23])=[O:18])[CH3:16])=[O:13])[C@H:8]([CH2:10][CH3:11])[CH3:9])=[O:5].CN(C=O)C.[CH2:50](Br)[C:51]1[CH:56]=[CH:55][CH:54]=[CH:53][CH:52]=1.C(=O)([O-])[O-].[Cs+].[Cs+]. Product: [NH2:1][CH2:2][CH2:3][C:4]([NH:6][C@H:7]([C:12]([NH:14][C@H:15]([C:17]([NH:19][C@H:20]([C:25]([O:27][CH2:50][C:51]1[CH:56]=[CH:55][CH:54]=[CH:53][CH:52]=1)=[O:26])[CH2:21][CH:22]([CH3:24])[CH3:23])=[O:18])[CH3:16])=[O:13])[C@H:8]([CH2:10][CH3:11])[CH3:9])=[O:5]. The catalyst class is: 6. (2) Reactant: [F:1][C:2]1[N:7]=[C:6]([F:8])[C:5]([F:9])=[C:4](F)[C:3]=1[F:11].[N:12]1([C:19]([O:21][C:22]([CH3:25])([CH3:24])[CH3:23])=[O:20])[CH2:18][CH2:17][CH2:16][NH:15][CH2:14][CH2:13]1.C(N(CC)CC)C.C(=O)([O-])O.[Na+]. Product: [F:8][C:6]1[C:5]([F:9])=[C:4]([N:15]2[CH2:16][CH2:17][CH2:18][N:12]([C:19]([O:21][C:22]([CH3:25])([CH3:24])[CH3:23])=[O:20])[CH2:13][CH2:14]2)[C:3]([F:11])=[C:2]([F:1])[N:7]=1. The catalyst class is: 2. (3) Reactant: [Cl:1][C:2]1[N:7]=[C:6]([OH:8])[CH:5]=[CH:4][CH:3]=1.C([O-])([O-])=O.[K+].[K+].[CH:15]1(Br)[CH2:19][CH2:18][CH2:17][CH2:16]1. Product: [Cl:1][C:2]1[CH:3]=[CH:4][CH:5]=[C:6]([O:8][CH:15]2[CH2:19][CH2:18][CH2:17][CH2:16]2)[N:7]=1. The catalyst class is: 3. (4) Reactant: [N:1]1[CH:6]=[CH:5][CH:4]=[C:3]([CH:7]=[CH:8][C:9]([OH:11])=[O:10])[CH:2]=1.CO. Product: [N:1]1[CH:6]=[CH:5][CH:4]=[C:3]([CH2:7][CH2:8][C:9]([OH:11])=[O:10])[CH:2]=1. The catalyst class is: 63. (5) Reactant: [CH3:1][O:2][C:3]1[CH:8]=[CH:7][C:6]([C@@H:9]([N:11]2[C:15](=[O:16])[CH:14]=[C:13]([C:17]3[CH:22]=[CH:21][CH:20]=[CH:19][CH:18]=3)[CH:12]2[C:23]([O:25][CH2:26][CH3:27])=[O:24])[CH3:10])=[CH:5][CH:4]=1. Product: [CH3:1][O:2][C:3]1[CH:4]=[CH:5][C:6]([C@@H:9]([N:11]2[C:15](=[O:16])[CH2:14][C@H:13]([C:17]3[CH:18]=[CH:19][CH:20]=[CH:21][CH:22]=3)[C@@H:12]2[C:23]([O:25][CH2:26][CH3:27])=[O:24])[CH3:10])=[CH:7][CH:8]=1. The catalyst class is: 45. (6) Reactant: C(OC([NH:8][S:9]([N:12]([C:19]1[CH:23]=[C:22]([C:24]2[CH:29]=[CH:28][CH:27]=[CH:26][CH:25]=2)[S:21][CH:20]=1)[CH:13]([CH3:18])[C:14]([O:16][CH3:17])=[O:15])(=[O:11])=[O:10])=O)(C)(C)C.C(O)(C(F)(F)F)=O. Product: [C:24]1([C:22]2[S:21][CH:20]=[C:19]([N:12]([S:9](=[O:10])(=[O:11])[NH2:8])[CH:13]([CH3:18])[C:14]([O:16][CH3:17])=[O:15])[CH:23]=2)[CH:29]=[CH:28][CH:27]=[CH:26][CH:25]=1. The catalyst class is: 2.